This data is from NCI-60 drug combinations with 297,098 pairs across 59 cell lines. The task is: Regression. Given two drug SMILES strings and cell line genomic features, predict the synergy score measuring deviation from expected non-interaction effect. Drug 1: CC12CCC(CC1=CCC3C2CCC4(C3CC=C4C5=CN=CC=C5)C)O. Drug 2: CC12CCC3C(C1CCC2O)C(CC4=C3C=CC(=C4)O)CCCCCCCCCS(=O)CCCC(C(F)(F)F)(F)F. Cell line: OVCAR3. Synergy scores: CSS=4.56, Synergy_ZIP=0.695, Synergy_Bliss=4.29, Synergy_Loewe=2.33, Synergy_HSA=2.45.